From a dataset of Catalyst prediction with 721,799 reactions and 888 catalyst types from USPTO. Predict which catalyst facilitates the given reaction. Reactant: Br[C:2]1[C:7]([OH:8])=[CH:6][CH:5]=[C:4]([C:9]2[CH:14]=[CH:13][C:12]([Cl:15])=[CH:11][CH:10]=2)[N:3]=1.[F:16][C:17]([F:28])([F:27])[C:18]1[CH:23]=[CH:22][C:21](B(O)O)=[CH:20][N:19]=1.C(=O)([O-])[O-].[K+].[K+]. Product: [Cl:15][C:12]1[CH:13]=[CH:14][C:9]([C:4]2[N:3]=[C:2]([C:21]3[CH:20]=[N:19][C:18]([C:17]([F:28])([F:27])[F:16])=[CH:23][CH:22]=3)[C:7]([OH:8])=[CH:6][CH:5]=2)=[CH:10][CH:11]=1. The catalyst class is: 437.